This data is from Reaction yield outcomes from USPTO patents with 853,638 reactions. The task is: Predict the reaction yield, written as a fraction of the theoretical maximum amount of product (1.0 means a 100% yield; for example, 0.34 means a 34% yield). (1) The reactants are [OH:1][C:2]1[C:6]2[CH:7]=[C:8]([N+:11]([O-:13])=[O:12])[CH:9]=[CH:10][C:5]=2[O:4][C:3]=1[C:14]([O:16][CH2:17][CH3:18])=[O:15].[CH2:19]1[CH2:29]CN2C(=NCCC2)C[CH2:20]1.ICCC.Cl. The catalyst is CN(C)C=O.C(OCC)(=O)C.O. The product is [N+:11]([C:8]1[CH:9]=[CH:10][C:5]2[O:4][C:3]([C:14]([O:16][CH2:17][CH3:18])=[O:15])=[C:2]([O:1][CH2:20][CH2:19][CH3:29])[C:6]=2[CH:7]=1)([O-:13])=[O:12]. The yield is 0.822. (2) The reactants are [O-]CC.[Na+].[C:5]([NH:8][CH:9]([C:15]([O:17][CH2:18][CH3:19])=[O:16])[C:10]([O:12][CH2:13][CH3:14])=[O:11])(=[O:7])[CH3:6].[CH3:20][C:21]([N+:27]([O-:29])=[O:28])([CH3:26])[CH2:22][CH2:23][CH2:24]I. The catalyst is C(O)C. The product is [C:5]([NH:8][C:9]([CH2:24][CH2:23][CH2:22][C:21]([CH3:26])([N+:27]([O-:29])=[O:28])[CH3:20])([C:15]([O:17][CH2:18][CH3:19])=[O:16])[C:10]([O:12][CH2:13][CH3:14])=[O:11])(=[O:7])[CH3:6]. The yield is 0.834. (3) The reactants are Br[C:2]1[CH:25]=[CH:24][C:5]([O:6][CH2:7][C:8]2[N:12]([C:13]3[C:18]([Cl:19])=[CH:17][CH:16]=[CH:15][C:14]=3[Cl:20])[N:11]=[N:10][C:9]=2[CH:21]([CH3:23])[CH3:22])=[CH:4][C:3]=1[CH3:26].[CH3:27][O:28][C:29](=[O:38])[C:30]1[CH:35]=[CH:34][C:33]([C:36]#[CH:37])=[CH:32][CH:31]=1.C(N(CC)CC)C. The catalyst is CN(C=O)C.[O-]S(C(F)(F)F)(=O)=O.[Zn+2].[O-]S(C(F)(F)F)(=O)=O. The product is [CH3:27][O:28][C:29](=[O:38])[C:30]1[CH:35]=[CH:34][C:33]([C:36]#[C:37][C:2]2[CH:25]=[CH:24][C:5]([O:6][CH2:7][C:8]3[N:12]([C:13]4[C:18]([Cl:19])=[CH:17][CH:16]=[CH:15][C:14]=4[Cl:20])[N:11]=[N:10][C:9]=3[CH:21]([CH3:22])[CH3:23])=[CH:4][C:3]=2[CH3:26])=[CH:32][CH:31]=1. The yield is 0.640.